Dataset: Forward reaction prediction with 1.9M reactions from USPTO patents (1976-2016). Task: Predict the product of the given reaction. (1) The product is: [OH:2][CH2:1][CH2:11][CH2:10][CH2:9][CH2:8][CH2:7][CH2:6][CH2:5][CH2:21][CH2:20][CH2:19][CH2:18][CH2:17][CH2:16][C:14]([O:13][CH3:12])=[O:15]. Given the reactants [CH3:1][O-:2].[Na+].[Na].[CH2:5]1[CH2:21][CH2:20][CH2:19][CH2:18][CH2:17][CH2:16][C:14](=[O:15])[O:13][CH2:12][CH2:11][CH2:10][CH2:9][CH2:8][CH2:7][CH2:6]1, predict the reaction product. (2) The product is: [Cl:20][C:14]1[N:13]=[CH:12][CH:11]=[C:10]([CH2:7][C:8]#[N:9])[C:15]=1[C:16]([O:18][CH3:19])=[O:17]. Given the reactants C(OC(=O)[CH:7]([C:10]1[C:15]([C:16]([O:18][CH3:19])=[O:17])=[C:14]([Cl:20])[N:13]=[CH:12][CH:11]=1)[C:8]#[N:9])(C)(C)C.C(O)(C(F)(F)F)=O, predict the reaction product. (3) Given the reactants [N:1]([CH2:4][C@@H:5]1[CH2:14][C:13]2[C:8](=[CH:9][CH:10]=[CH:11][CH:12]=2)[CH2:7][N:6]1C(OC(C)(C)C)=O)=[N+:2]=[N-:3].C(O)(C(F)(F)F)=O, predict the reaction product. The product is: [N:1]([CH2:4][C@@H:5]1[CH2:14][C:13]2[C:8](=[CH:9][CH:10]=[CH:11][CH:12]=2)[CH2:7][NH:6]1)=[N+:2]=[N-:3]. (4) Given the reactants C(OC(=O)[NH:7][C@H:8]([C:10]1[N:20]2[C:21]3[C:16]([CH2:17][CH2:18][CH:19]2[CH3:22])=[C:15]([F:23])[CH:14]=[CH:13][C:12]=3[N:11]=1)[CH3:9])(C)(C)C.C(O)(C(F)(F)F)=O.C1(C)C=CC=CC=1, predict the reaction product. The product is: [F:23][C:15]1[CH:14]=[CH:13][C:12]2[N:11]=[C:10]([C@@H:8]([NH2:7])[CH3:9])[N:20]3[C:21]=2[C:16]=1[CH2:17][CH2:18][CH:19]3[CH3:22].